Dataset: Reaction yield outcomes from USPTO patents with 853,638 reactions. Task: Predict the reaction yield, written as a fraction of the theoretical maximum amount of product (1.0 means a 100% yield; for example, 0.34 means a 34% yield). (1) The reactants are [Br:1][C:2]1[CH:3]=[C:4]([CH:9]=O)[C:5](F)=[N:6][CH:7]=1.Cl.[CH3:12][NH:13][C:14]([NH2:16])=[NH:15]. The catalyst is C(#N)C. The product is [Br:1][C:2]1[CH:7]=[N:6][C:5]2[N:15]=[C:14]([NH:13][CH3:12])[N:16]=[CH:9][C:4]=2[CH:3]=1. The yield is 0.240. (2) The reactants are C([C:3]1[CH:10]=[CH:9][C:6]([CH:7]=[O:8])=[CH:5][CH:4]=1)#C.[O:11]=[C:12](CC)[CH2:13][C:14](OC)=O.CC1(C)CC(=O)CC(=O)C1.C([O-])(=O)C.[NH4+].II. The catalyst is C(O)C. The product is [CH2:12]([O:11][C:3]1[CH:4]=[CH:5][C:6]([CH:7]=[O:8])=[CH:9][CH:10]=1)[C:13]#[CH:14]. The yield is 0.600. (3) The reactants are [NH2:1][CH2:2][CH2:3][O:4][C:5]1[CH:10]=[CH:9][C:8]([NH:11][C:12](=[O:21])[C:13]2[CH:18]=[CH:17][CH:16]=[C:15]([O:19][CH3:20])[CH:14]=2)=[CH:7][C:6]=1[C:22]1[N:26]([CH3:27])[N:25]=[CH:24][CH:23]=1.C(N(CC)CC)C.[C:35](Cl)(=[O:41])[CH2:36][CH2:37][CH2:38][CH2:39][CH3:40]. The catalyst is ClCCl. The product is [C:35]([NH:1][CH2:2][CH2:3][O:4][C:5]1[CH:10]=[CH:9][C:8]([NH:11][C:12](=[O:21])[C:13]2[CH:18]=[CH:17][CH:16]=[C:15]([O:19][CH3:20])[CH:14]=2)=[CH:7][C:6]=1[C:22]1[N:26]([CH3:27])[N:25]=[CH:24][CH:23]=1)(=[O:41])[CH2:36][CH2:37][CH2:38][CH2:39][CH3:40]. The yield is 0.430. (4) The reactants are Br[C:2]1[C:3]2[C:4]3[CH:17]=[CH:16][S:15][C:5]=3[C:6](=[O:14])[NH:7][C:8]=2[CH:9]=[CH:10][C:11]=1[O:12][CH3:13].[CH3:18][CH:19]([CH3:45])[CH:20]([C:30]1[CH:35]=[CH:34][C:33](B2OC(C)(C)C(C)(C)O2)=[CH:32][CH:31]=1)[CH2:21][NH:22][C:23](=[O:29])[O:24][C:25]([CH3:28])([CH3:27])[CH3:26]. No catalyst specified. The product is [CH3:13][O:12][C:11]1[CH:10]=[CH:9][C:8]2[NH:7][C:6](=[O:14])[C:5]3[S:15][CH:16]=[CH:17][C:4]=3[C:3]=2[C:2]=1[C:33]1[CH:32]=[CH:31][C:30]([CH:20]([CH:19]([CH3:45])[CH3:18])[CH2:21][NH:22][C:23](=[O:29])[O:24][C:25]([CH3:26])([CH3:27])[CH3:28])=[CH:35][CH:34]=1. The yield is 0.200. (5) The reactants are Br[C:2]1[CH:7]=[CH:6][C:5]([F:8])=[CH:4][CH:3]=1.[Cl:9][C:10]1[CH:16]=[C:15]([F:17])[CH:14]=[CH:13][C:11]=1[NH2:12].CC(C)([O-])C.[Na+]. The catalyst is C1C=CC(/C=C/C(/C=C/C2C=CC=CC=2)=O)=CC=1.C1C=CC(/C=C/C(/C=C/C2C=CC=CC=2)=O)=CC=1.C1C=CC(/C=C/C(/C=C/C2C=CC=CC=2)=O)=CC=1.[Pd].[Pd].CC1(C)C2C(=C(P(C3C=CC=CC=3)C3C=CC=CC=3)C=CC=2)OC2C(P(C3C=CC=CC=3)C3C=CC=CC=3)=CC=CC1=2.C1(C)C=CC=CC=1. The product is [Cl:9][C:10]1[CH:16]=[C:15]([F:17])[CH:14]=[CH:13][C:11]=1[NH:12][C:2]1[CH:7]=[CH:6][C:5]([F:8])=[CH:4][CH:3]=1. The yield is 0.680. (6) The reactants are [OH:1][C:2]1[CH:11]=[CH:10][C:5]([C:6]([O:8][CH3:9])=[O:7])=[CH:4][C:3]=1I.[CH3:13][Si:14]([C:17]#[CH:18])([CH3:16])[CH3:15]. The catalyst is C1COCC1.C(Cl)(Cl)Cl.Cl[Pd](Cl)([P](C1C=CC=CC=1)(C1C=CC=CC=1)C1C=CC=CC=1)[P](C1C=CC=CC=1)(C1C=CC=CC=1)C1C=CC=CC=1. The product is [OH:1][C:2]1[CH:11]=[CH:10][C:5]([C:6]([O:8][CH3:9])=[O:7])=[CH:4][C:3]=1[C:18]#[C:17][Si:14]([CH3:16])([CH3:15])[CH3:13]. The yield is 0.500. (7) The reactants are [H-].[Na+].[OH:3][C:4]1[CH:5]=[C:6]2[C:10](=[CH:11][CH:12]=1)[C:9](=[O:13])[NH:8][C:7]2=[O:14].F[C:16]1[CH:21]=[CH:20][C:19]([N+:22]([O-:24])=[O:23])=[CH:18][CH:17]=1. The catalyst is CN(C=O)C.O. The product is [N+:22]([C:19]1[CH:20]=[CH:21][C:16]([O:3][C:4]2[CH:5]=[C:6]3[C:10](=[CH:11][CH:12]=2)[C:9](=[O:13])[NH:8][C:7]3=[O:14])=[CH:17][CH:18]=1)([O-:24])=[O:23]. The yield is 0.620. (8) The product is [Br:1][C:2]1[CH:3]=[C:4]([CH3:11])[C:5]([N:18]2[CH:22]=[N:21][CH:20]=[N:19]2)=[C:6]([CH:9]=1)[C:7]#[N:8]. The catalyst is CN(C=O)C.O. The reactants are [Br:1][C:2]1[CH:3]=[C:4]([CH3:11])[C:5](F)=[C:6]([CH:9]=1)[C:7]#[N:8].C(=O)([O-])[O-].[K+].[K+].[NH:18]1[CH:22]=[N:21][CH:20]=[N:19]1. The yield is 0.490. (9) The reactants are [CH3:1][N:2]1[CH:10]=[C:9]2[C:4]([CH:5]=[CH:6][CH:7]=[C:8]2[C@@H:11]2[CH2:13][C@H:12]2[CH2:14][NH2:15])=[N:3]1.C(N(CC)CC)C.[C:23](O[C:23]([O:25][C:26]([CH3:29])([CH3:28])[CH3:27])=[O:24])([O:25][C:26]([CH3:29])([CH3:28])[CH3:27])=[O:24]. The catalyst is O1CCCC1. The product is [C:26]([O:25][C:23](=[O:24])[NH:15][CH2:14][C@@H:12]1[CH2:13][C@H:11]1[C:8]1[C:9]2[C:4]([CH:5]=[CH:6][CH:7]=1)=[N:3][N:2]([CH3:1])[CH:10]=2)([CH3:29])([CH3:28])[CH3:27]. The yield is 0.890.